From a dataset of NCI-60 drug combinations with 297,098 pairs across 59 cell lines. Regression. Given two drug SMILES strings and cell line genomic features, predict the synergy score measuring deviation from expected non-interaction effect. Drug 1: CC1=C2C(C(=O)C3(C(CC4C(C3C(C(C2(C)C)(CC1OC(=O)C(C(C5=CC=CC=C5)NC(=O)OC(C)(C)C)O)O)OC(=O)C6=CC=CC=C6)(CO4)OC(=O)C)OC)C)OC. Drug 2: CC1=C(C=C(C=C1)NC(=O)C2=CC=C(C=C2)CN3CCN(CC3)C)NC4=NC=CC(=N4)C5=CN=CC=C5. Cell line: NCI-H226. Synergy scores: CSS=42.9, Synergy_ZIP=12.2, Synergy_Bliss=12.1, Synergy_Loewe=-16.4, Synergy_HSA=11.1.